Dataset: NCI-60 drug combinations with 297,098 pairs across 59 cell lines. Task: Regression. Given two drug SMILES strings and cell line genomic features, predict the synergy score measuring deviation from expected non-interaction effect. (1) Drug 1: C1=NC2=C(N1)C(=S)N=C(N2)N. Drug 2: C1=NC2=C(N=C(N=C2N1C3C(C(C(O3)CO)O)O)F)N. Cell line: LOX IMVI. Synergy scores: CSS=40.2, Synergy_ZIP=7.72, Synergy_Bliss=-2.03, Synergy_Loewe=-22.2, Synergy_HSA=-3.38. (2) Drug 1: C1CCC(C1)C(CC#N)N2C=C(C=N2)C3=C4C=CNC4=NC=N3. Drug 2: CCN(CC)CCCC(C)NC1=C2C=C(C=CC2=NC3=C1C=CC(=C3)Cl)OC. Cell line: 786-0. Synergy scores: CSS=45.8, Synergy_ZIP=4.05, Synergy_Bliss=5.22, Synergy_Loewe=-21.5, Synergy_HSA=6.65. (3) Drug 1: C1=CC=C(C(=C1)C(C2=CC=C(C=C2)Cl)C(Cl)Cl)Cl. Drug 2: CC12CCC3C(C1CCC2OP(=O)(O)O)CCC4=C3C=CC(=C4)OC(=O)N(CCCl)CCCl.[Na+]. Cell line: 786-0. Synergy scores: CSS=1.07, Synergy_ZIP=-1.02, Synergy_Bliss=-0.816, Synergy_Loewe=0.144, Synergy_HSA=-0.346. (4) Drug 1: CC12CCC3C(C1CCC2O)C(CC4=C3C=CC(=C4)O)CCCCCCCCCS(=O)CCCC(C(F)(F)F)(F)F. Drug 2: B(C(CC(C)C)NC(=O)C(CC1=CC=CC=C1)NC(=O)C2=NC=CN=C2)(O)O. Cell line: MDA-MB-231. Synergy scores: CSS=52.3, Synergy_ZIP=0.992, Synergy_Bliss=0.830, Synergy_Loewe=-48.6, Synergy_HSA=-2.19. (5) Drug 1: C1CCC(CC1)NC(=O)N(CCCl)N=O. Drug 2: B(C(CC(C)C)NC(=O)C(CC1=CC=CC=C1)NC(=O)C2=NC=CN=C2)(O)O. Cell line: NCI-H460. Synergy scores: CSS=7.58, Synergy_ZIP=-5.67, Synergy_Bliss=-3.78, Synergy_Loewe=-6.58, Synergy_HSA=-3.68. (6) Drug 1: CN1C2=C(C=C(C=C2)N(CCCl)CCCl)N=C1CCCC(=O)O.Cl. Drug 2: CC1C(C(CC(O1)OC2CC(CC3=C2C(=C4C(=C3O)C(=O)C5=CC=CC=C5C4=O)O)(C(=O)C)O)N)O. Cell line: SK-MEL-5. Synergy scores: CSS=56.1, Synergy_ZIP=-3.28, Synergy_Bliss=-3.14, Synergy_Loewe=-26.8, Synergy_HSA=-1.93. (7) Drug 1: CN1CCC(CC1)COC2=C(C=C3C(=C2)N=CN=C3NC4=C(C=C(C=C4)Br)F)OC. Drug 2: C1CC(=O)NC(=O)C1N2CC3=C(C2=O)C=CC=C3N. Cell line: SNB-19. Synergy scores: CSS=4.05, Synergy_ZIP=-0.810, Synergy_Bliss=-0.782, Synergy_Loewe=0.742, Synergy_HSA=0.103. (8) Drug 1: COC1=NC(=NC2=C1N=CN2C3C(C(C(O3)CO)O)O)N. Drug 2: CC1=C(C(=CC=C1)Cl)NC(=O)C2=CN=C(S2)NC3=CC(=NC(=N3)C)N4CCN(CC4)CCO. Cell line: MDA-MB-435. Synergy scores: CSS=-0.114, Synergy_ZIP=0.629, Synergy_Bliss=1.91, Synergy_Loewe=0.0730, Synergy_HSA=0.635. (9) Drug 1: CC1=C2C(C(=O)C3(C(CC4C(C3C(C(C2(C)C)(CC1OC(=O)C(C(C5=CC=CC=C5)NC(=O)C6=CC=CC=C6)O)O)OC(=O)C7=CC=CC=C7)(CO4)OC(=O)C)O)C)OC(=O)C. Drug 2: C1CN1C2=NC(=NC(=N2)N3CC3)N4CC4. Cell line: NCIH23. Synergy scores: CSS=53.1, Synergy_ZIP=0.103, Synergy_Bliss=1.03, Synergy_Loewe=3.92, Synergy_HSA=4.36.